This data is from Reaction yield outcomes from USPTO patents with 853,638 reactions. The task is: Predict the reaction yield, written as a fraction of the theoretical maximum amount of product (1.0 means a 100% yield; for example, 0.34 means a 34% yield). (1) The catalyst is C(O)C. The yield is 0.940. The reactants are [F:1][C:2]1[CH:3]=[C:4]([CH2:23][CH2:24][C:25]([O:27]CC)=[O:26])[CH:5]=[CH:6][C:7]=1[O:8][CH2:9][C:10]1[CH:15]=[CH:14][C:13]([O:16][C:17]2[CH:22]=[CH:21][CH:20]=[CH:19][CH:18]=2)=[CH:12][CH:11]=1.[OH-].[Na+].Cl. The product is [F:1][C:2]1[CH:3]=[C:4]([CH2:23][CH2:24][C:25]([OH:27])=[O:26])[CH:5]=[CH:6][C:7]=1[O:8][CH2:9][C:10]1[CH:11]=[CH:12][C:13]([O:16][C:17]2[CH:22]=[CH:21][CH:20]=[CH:19][CH:18]=2)=[CH:14][CH:15]=1. (2) The reactants are [F:1][C:2]1[CH:7]=[C:6]([F:8])[C:5]([F:9])=[CH:4][C:3]=1[NH2:10].[Br:11][C:12]1[S:16][C:15]([CH:17]=O)=[CH:14][CH:13]=1.[BH4-].[Na+]. The product is [Br:11][C:12]1[S:16][C:15]([CH2:17][NH:10][C:3]2[CH:4]=[C:5]([F:9])[C:6]([F:8])=[CH:7][C:2]=2[F:1])=[CH:14][CH:13]=1. The catalyst is CCO.CO. The yield is 0.0820. (3) The reactants are [Si]([O:8][C@@H:9]1[C@H:13]([CH3:14])[N:12]([C:15]2[CH:22]=[CH:21][C:18]([C:19]#[N:20])=[C:17]([C:23]([F:26])([F:25])[F:24])[CH:16]=2)[C:11](=[O:27])[C:10]1([CH3:29])[CH3:28])(C(C)(C)C)(C)C.[F-].C([N+](CCCC)(CCCC)CCCC)CCC.C1COCC1.O. The catalyst is C1COCC1. The product is [OH:8][C@@H:9]1[C@H:13]([CH3:14])[N:12]([C:15]2[CH:22]=[CH:21][C:18]([C:19]#[N:20])=[C:17]([C:23]([F:24])([F:25])[F:26])[CH:16]=2)[C:11](=[O:27])[C:10]1([CH3:28])[CH3:29]. The yield is 0.229. (4) The reactants are [N+:1]([C:4]1[C:5]([C:9]([OH:11])=[O:10])=[N:6][NH:7][CH:8]=1)([O-:3])=[O:2].O.[C:13]1(C)C=CC(S(O)(=O)=O)=CC=1. The catalyst is CO. The product is [CH3:13][O:10][C:9]([C:5]1[C:4]([N+:1]([O-:3])=[O:2])=[CH:8][NH:7][N:6]=1)=[O:11]. The yield is 0.890. (5) The reactants are [O:1]=[C:2]([N:21]1[CH2:26][CH2:25][N:24]([C:27](=[O:38])[C:28]2[CH:33]=[CH:32][CH:31]=[CH:30][C:29]=2[C:34]([F:37])([F:36])[F:35])[CH2:23][CH2:22]1)[CH2:3][NH:4][C:5]([C:7]1[CH:11]=[C:10]([C:12]2[CH:17]=[CH:16][CH:15]=[CH:14][C:13]=2[N+:18]([O-])=O)[NH:9][N:8]=1)=[O:6].CO. The catalyst is [Pd].C1COCC1. The product is [O:1]=[C:2]([N:21]1[CH2:22][CH2:23][N:24]([C:27](=[O:38])[C:28]2[CH:33]=[CH:32][CH:31]=[CH:30][C:29]=2[C:34]([F:35])([F:37])[F:36])[CH2:25][CH2:26]1)[CH2:3][NH:4][C:5]([C:7]1[CH:11]=[C:10]([C:12]2[CH:17]=[CH:16][CH:15]=[CH:14][C:13]=2[NH2:18])[NH:9][N:8]=1)=[O:6]. The yield is 0.270.